This data is from Full USPTO retrosynthesis dataset with 1.9M reactions from patents (1976-2016). The task is: Predict the reactants needed to synthesize the given product. Given the product [F:1][C:2]1[CH:10]=[C:9]2[C:5]([C:6]([CH:11]=[O:12])=[CH:7][N:8]2[S:23]([C:20]2[CH:21]=[CH:22][C:17]([O:16][CH3:15])=[C:18]([CH:27]3[CH2:28][CH2:29][N:30]([C:33](=[O:38])[C:34]([Cl:37])([Cl:35])[Cl:36])[CH2:31][CH2:32]3)[CH:19]=2)(=[O:25])=[O:24])=[CH:4][CH:3]=1, predict the reactants needed to synthesize it. The reactants are: [F:1][C:2]1[CH:10]=[C:9]2[C:5]([C:6]([CH:11]=[O:12])=[CH:7][NH:8]2)=[CH:4][CH:3]=1.[H-].[Na+].[CH3:15][O:16][C:17]1[CH:22]=[CH:21][C:20]([S:23](Cl)(=[O:25])=[O:24])=[CH:19][C:18]=1[CH:27]1[CH2:32][CH2:31][N:30]([C:33](=[O:38])[C:34]([Cl:37])([Cl:36])[Cl:35])[CH2:29][CH2:28]1.